Dataset: Forward reaction prediction with 1.9M reactions from USPTO patents (1976-2016). Task: Predict the product of the given reaction. (1) The product is: [CH:17]1([N:16]([CH:24]2[CH2:28][CH2:27][CH2:26][CH2:25]2)[C:14](=[O:15])[NH:13][C:11]2[S:12][C:8]([S:7][CH2:5][CH2:6][C:52]([OH:56])=[O:51])=[CH:9][N:10]=2)[CH2:18][CH2:19][CH2:20][CH2:21][CH2:22]1. Given the reactants C(OC(=O)[CH:5]([S:7][C:8]1[S:12][C:11]([NH:13][C:14]([N:16]([CH:24]2[CH2:28][CH2:27][CH2:26][CH2:25]2)[C@H:17]2[CH2:22][CH2:21][C@H:20](C)[CH2:19][CH2:18]2)=[O:15])=[N:10][CH:9]=1)[CH3:6])C.C1(N[C@H]2CC[C@H](C)CC2)CCCC1.NC1SC=NC=1.C([O:51][C:52](=[O:56])C(S)C)C, predict the reaction product. (2) Given the reactants C(=O)([O-])[O-].[Ca+2].[NH2:6][C:7]1[CH:12]=[C:11]([C:13]([F:16])([F:15])[F:14])[C:10]([C:17]2[CH:22]=[CH:21][C:20]([S:23]([N:26]3[CH2:30][CH2:29][CH2:28][C@H:27]3[C:31]([O:33][C:34]([CH3:37])([CH3:36])[CH3:35])=[O:32])(=[O:25])=[O:24])=[CH:19][CH:18]=2)=[C:9]([Cl:38])[CH:8]=1.ClCCl.O.[C:43](Cl)(Cl)=[S:44].Cl, predict the reaction product. The product is: [Cl:38][C:9]1[CH:8]=[C:7]([N:6]=[C:43]=[S:44])[CH:12]=[C:11]([C:13]([F:14])([F:16])[F:15])[C:10]=1[C:17]1[CH:18]=[CH:19][C:20]([S:23]([N:26]2[CH2:30][CH2:29][CH2:28][C@H:27]2[C:31]([O:33][C:34]([CH3:35])([CH3:37])[CH3:36])=[O:32])(=[O:25])=[O:24])=[CH:21][CH:22]=1. (3) Given the reactants [CH3:1][O:2][C:3](=[O:24])[C:4]([CH3:23])([N+:20]([O-])=O)[CH2:5][C:6]1[C:14]2[C:9](=[CH:10][CH:11]=[C:12]([O:15][CH2:16][CH2:17][O:18][CH3:19])[CH:13]=2)[NH:8][CH:7]=1, predict the reaction product. The product is: [CH3:1][O:2][C:3](=[O:24])[C:4]([NH2:20])([CH3:23])[CH2:5][C:6]1[C:14]2[C:9](=[CH:10][CH:11]=[C:12]([O:15][CH2:16][CH2:17][O:18][CH3:19])[CH:13]=2)[NH:8][CH:7]=1.